From a dataset of Reaction yield outcomes from USPTO patents with 853,638 reactions. Predict the reaction yield, written as a fraction of the theoretical maximum amount of product (1.0 means a 100% yield; for example, 0.34 means a 34% yield). The reactants are [OH-].[Na+].[CH3:3][C:4]1[CH:5]=[C:6]([OH:12])[CH:7]=[N:8][C:9]=1[S:10][CH3:11].Cl[CH:14]([F:16])[F:15]. The yield is 0.610. The product is [F:15][CH:14]([F:16])[O:12][C:6]1[CH:5]=[C:4]([CH3:3])[C:9]([S:10][CH3:11])=[N:8][CH:7]=1. The catalyst is O1CCOCC1.O.CCOCC.